This data is from Forward reaction prediction with 1.9M reactions from USPTO patents (1976-2016). The task is: Predict the product of the given reaction. (1) Given the reactants [Cl:1][C:2]1[CH:7]=[CH:6][C:5]([CH2:8][N:9]2[CH2:13][CH2:12][NH:11][C:10]2=[CH:14][N+:15]([O-:17])=[O:16])=[CH:4][N:3]=1.[CH:18](=[O:24])[CH2:19][CH2:20][CH2:21][CH:22]=O.Cl, predict the reaction product. The product is: [Cl:1][C:2]1[N:3]=[CH:4][C:5]([CH2:8][N:9]2[C:10]3=[C:14]([N+:15]([O-:17])=[O:16])[CH:22]4[O:24][CH:18]([N:11]3[CH2:12][CH2:13]2)[CH2:19][CH2:20][CH2:21]4)=[CH:6][CH:7]=1. (2) Given the reactants [CH:1]1([CH2:4][C:5](=O)/[C:6](/[C:11]2[CH:16]=[CH:15][N:14]=[C:13]([S:17][CH3:18])[N:12]=2)=[CH:7]\[N:8]([CH3:10])C)[CH2:3][CH2:2]1.[CH3:20][NH:21]C(N)=N.C([O-])([O-])=O.[K+].[K+].C[N:32](C=O)C, predict the reaction product. The product is: [CH:1]1([CH2:4][C:5]2[C:6]([C:11]3[CH:16]=[CH:15][N:14]=[C:13]([S:17][CH3:18])[N:12]=3)=[CH:7][N:8]=[C:10]([NH:21][CH3:20])[N:32]=2)[CH2:2][CH2:3]1. (3) Given the reactants [CH2:1]([O:8][C:9]1[CH:22]=[C:21]([O:23][CH2:24][C:25]2[CH:30]=[CH:29][CH:28]=[CH:27][CH:26]=2)[C:20](Br)=[CH:19][C:10]=1[C:11]([NH:13][CH2:14][CH2:15][CH2:16][O:17][CH3:18])=[O:12])[C:2]1[CH:7]=[CH:6][CH:5]=[CH:4][CH:3]=1.[CH:32]([C:35]1[CH:36]=[CH:37][C:38]([O:44][CH3:45])=[C:39](B(O)O)[CH:40]=1)([CH3:34])[CH3:33].C1(C)C=CC=CC=1.C([O-])(O)=O.[Na+], predict the reaction product. The product is: [CH3:18][O:17][CH2:16][CH2:15][CH2:14][NH:13][C:11]([C:10]1[CH:19]=[C:20]([C:39]2[CH:40]=[C:35]([CH:32]([CH3:34])[CH3:33])[CH:36]=[CH:37][C:38]=2[O:44][CH3:45])[C:21]([O:23][CH2:24][C:25]2[CH:30]=[CH:29][CH:28]=[CH:27][CH:26]=2)=[CH:22][C:9]=1[O:8][CH2:1][C:2]1[CH:7]=[CH:6][CH:5]=[CH:4][CH:3]=1)=[O:12]. (4) Given the reactants [CH3:1][C:2]1([CH2:20][O:21][C:22](=[O:25])[CH2:23][CH3:24])[O:7][CH2:6][C:5]([CH2:14]OC(=O)CC)([CH2:8][O:9]C(=O)CC)[CH2:4][O:3]1.[C:26]([O:30][CH2:31][C:32](=[O:34])[CH3:33])(=[O:29])[CH2:27][CH3:28], predict the reaction product. The product is: [CH3:1][C:2]1([CH2:20][O:21][C:22](=[O:25])[CH2:23][CH3:24])[O:7][CH2:6][C:5]2([CH2:8][O:9][C:32]([CH3:33])([CH2:31][O:30][C:26](=[O:29])[CH2:27][CH3:28])[O:34][CH2:14]2)[CH2:4][O:3]1.